This data is from Full USPTO retrosynthesis dataset with 1.9M reactions from patents (1976-2016). The task is: Predict the reactants needed to synthesize the given product. (1) Given the product [F:1][C:2]1([F:21])[O:6][C:5]2[CH:7]=[CH:8][CH:9]=[C:10]([C:11]3[CH:16]=[CH:15][NH:14][C:13](=[O:22])[N:12]=3)[C:4]=2[O:3]1, predict the reactants needed to synthesize it. The reactants are: [F:1][C:2]1([F:21])[O:6][C:5]2[CH:7]=[CH:8][CH:9]=[C:10]([C:11]3[CH:16]=[CH:15][N:14]=[C:13](S(C)(=O)=O)[N:12]=3)[C:4]=2[O:3]1.[O:22]1CCOCC1. (2) Given the product [N:28]1([CH2:22][CH2:21][CH2:20][C:16]2[CH:15]=[C:14]3[C:19](=[CH:18][CH:17]=2)[C:11](=[C:10]2[C:9]4[C:4](=[CH:5][CH:6]=[CH:7][CH:8]=4)[NH:3][C:2]2=[O:1])[O:12][CH2:13]3)[CH2:33][CH2:32][O:31][CH2:30][CH2:29]1, predict the reactants needed to synthesize it. The reactants are: [O:1]=[C:2]1[C:10](=[C:11]2[C:19]3[C:14](=[CH:15][C:16]([CH2:20][CH2:21][CH2:22]OS(C)(=O)=O)=[CH:17][CH:18]=3)[CH2:13][O:12]2)[C:9]2[C:4](=[CH:5][CH:6]=[CH:7][CH:8]=2)[NH:3]1.[NH:28]1[CH2:33][CH2:32][O:31][CH2:30][CH2:29]1.O. (3) Given the product [OH:17][C:18]1[CH:19]=[CH:20][N:6]2[N:5]=[CH:4][C:3]([C:7]#[N:8])=[C:2]2[N:1]=1, predict the reactants needed to synthesize it. The reactants are: [NH2:1][C:2]1[NH:6][N:5]=[CH:4][C:3]=1[C:7]#[N:8].C([O-])([O-])=O.[Cs+].[Cs+].C([O:17][CH:18]=[CH:19][C:20](OCC)=O)C.Cl.